Dataset: Full USPTO retrosynthesis dataset with 1.9M reactions from patents (1976-2016). Task: Predict the reactants needed to synthesize the given product. Given the product [Si:16]([O:1][C:2]1[CH:10]=[CH:9][CH:8]=[C:7]2[C:3]=1[CH:4]=[CH:5][NH:6]2)([C:19]([CH3:22])([CH3:21])[CH3:20])([CH3:18])[CH3:17], predict the reactants needed to synthesize it. The reactants are: [OH:1][C:2]1[CH:10]=[CH:9][CH:8]=[C:7]2[C:3]=1[CH:4]=[CH:5][NH:6]2.N1C=CN=C1.[Si:16](Cl)([C:19]([CH3:22])([CH3:21])[CH3:20])([CH3:18])[CH3:17].O.